From a dataset of Reaction yield outcomes from USPTO patents with 853,638 reactions. Predict the reaction yield, written as a fraction of the theoretical maximum amount of product (1.0 means a 100% yield; for example, 0.34 means a 34% yield). (1) The yield is 0.793. The catalyst is O1CCOCC1.C1C=CC(P(C2C=CC=CC=2)[C-]2C=CC=C2)=CC=1.C1C=CC(P(C2C=CC=CC=2)[C-]2C=CC=C2)=CC=1.Cl[Pd]Cl.[Fe+2]. The product is [CH3:16][C:11]1([CH3:17])[C:12]([CH3:15])([CH3:14])[O:13][B:9]([C:2]2[CH:7]=[CH:6][C:5]([OH:8])=[CH:4][CH:3]=2)[O:10]1. The reactants are Br[C:2]1[CH:7]=[CH:6][C:5]([OH:8])=[CH:4][CH:3]=1.[B:9]1([B:9]2[O:13][C:12]([CH3:15])([CH3:14])[C:11]([CH3:17])([CH3:16])[O:10]2)[O:13][C:12]([CH3:15])([CH3:14])[C:11]([CH3:17])([CH3:16])[O:10]1.C([O-])(=O)C.[K+]. (2) The reactants are Br[C:2]1[S:6][C:5]([N:7]([CH3:9])[CH3:8])=[N:4][CH:3]=1.[Cl-].[Li+].C([Mg+])(C)C.[Cl-].CC(N(C)C)=O.Cl[C:24]1[CH:25]=[CH:26][C:27]2[N:28]([C:30]([CH2:33][NH:34][C:35](=[O:41])[O:36][C:37]([CH3:40])([CH3:39])[CH3:38])=[N:31][N:32]=2)[N:29]=1. The catalyst is C1COCC1.[Cl-].[Zn+2].[Cl-].C1C=CC(/C=C/C(/C=C/C2C=CC=CC=2)=O)=CC=1.C1C=CC(/C=C/C(/C=C/C2C=CC=CC=2)=O)=CC=1.C1C=CC(/C=C/C(/C=C/C2C=CC=CC=2)=O)=CC=1.[Pd].[Pd].CC(P(C(C)(C)C)[C-]1C=CC=C1)(C)C.C1C=CC([C-]2C(C3C=CC=CC=3)=C(C3C=CC=CC=3)C(C3C=CC=CC=3)=C2C2C=CC=CC=2)=CC=1.[Fe+2]. The product is [CH3:8][N:7]([CH3:9])[C:5]1[S:6][C:2]([C:24]2[CH:25]=[CH:26][C:27]3[N:28]([C:30]([CH2:33][NH:34][C:35](=[O:41])[O:36][C:37]([CH3:39])([CH3:38])[CH3:40])=[N:31][N:32]=3)[N:29]=2)=[CH:3][N:4]=1. The yield is 0.710. (3) The reactants are [Cl:1][C:2]1[CH:3]=[N:4][N:5]([CH3:36])[C:6]=1[C:7]1[CH:8]=[C:9]([C:13]([NH:15][C@H:16]([CH2:24][N:25]2C(=O)C3C(=CC=CC=3)C2=O)[CH2:17][CH:18]2[CH2:23][CH2:22][CH2:21][CH2:20][CH2:19]2)=[O:14])[S:10][C:11]=1[CH3:12].NN. The catalyst is O1CCCC1.CO. The product is [NH2:25][CH2:24][C@@H:16]([NH:15][C:13]([C:9]1[S:10][C:11]([CH3:12])=[C:7]([C:6]2[N:5]([CH3:36])[N:4]=[CH:3][C:2]=2[Cl:1])[CH:8]=1)=[O:14])[CH2:17][CH:18]1[CH2:19][CH2:20][CH2:21][CH2:22][CH2:23]1. The yield is 0.600.